Predict the product of the given reaction. From a dataset of Forward reaction prediction with 1.9M reactions from USPTO patents (1976-2016). (1) The product is: [C:1]([O-:4])(=[O:3])[CH3:2].[C:5]([O-:8])(=[O:7])[CH3:6].[C:9]([O-:12])(=[O:11])[CH3:10].[Br:18][C:19]1[CH:20]=[CH:21][C:22]([CH3:28])=[C:23]([Pb+3:17])[CH:24]=1. Given the reactants [C:1]([O-:4])(=[O:3])[CH3:2].[C:5]([O-:8])(=[O:7])[CH3:6].[C:9]([O-:12])(=[O:11])[CH3:10].C([O-])(=O)C.[Pb+4:17].[Br:18][C:19]1[CH:20]=[CH:21][C:22]([CH3:28])=[C:23](B(O)O)[CH:24]=1.C(=O)([O-])[O-].[K+].[K+], predict the reaction product. (2) Given the reactants [F:1][CH2:2][C:3]1([S:6]([NH:9][C:10]([C@@:12]2([NH:17][C:18]([C@@H:20]3[CH2:24][C@@H:23]([OH:25])[CH2:22][N:21]3[C:26](=[O:45])[C@@H:27]([NH:37][C:38](=[O:44])[O:39][C:40]([CH3:43])([CH3:42])[CH3:41])[C@H:28]([CH3:36])[CH2:29][CH:30]([CH3:35])[CH2:31][CH2:32]C=C)=[O:19])[CH2:14][C@H:13]2[CH:15]=[CH2:16])=[O:11])(=[O:8])=[O:7])[CH2:5][CH2:4]1, predict the reaction product. The product is: [F:1][CH2:2][C:3]1([S:6]([NH:9][C:10]([C@@:12]23[CH2:14][C@H:13]2[CH:15]=[CH:16][CH2:32][CH2:31][CH:30]([CH3:35])[CH2:29][C@@H:28]([CH3:36])[C@H:27]([NH:37][C:38](=[O:44])[O:39][C:40]([CH3:42])([CH3:43])[CH3:41])[C:26](=[O:45])[N:21]2[CH2:22][C@H:23]([OH:25])[CH2:24][C@H:20]2[C:18](=[O:19])[NH:17]3)=[O:11])(=[O:7])=[O:8])[CH2:4][CH2:5]1. (3) The product is: [C:30]1([NH:29][C:28]([C:12]2[N:11]([CH:37]([CH3:39])[CH3:38])[C:10]([CH2:9][CH2:8][CH:7]3[CH2:6][C@@H:5]([OH:41])[CH2:4][C:3](=[O:2])[O:49]3)=[C:14]([C:15]3[CH:20]=[CH:19][C:18]([F:21])=[CH:17][CH:16]=3)[C:13]=2[C:22]2[CH:27]=[CH:26][CH:25]=[CH:24][CH:23]=2)=[O:36])[CH:35]=[CH:34][CH:33]=[CH:32][CH:31]=1. Given the reactants C[O:2][C:3](=[O:49])[CH2:4][C@H:5]([O:41][Si](C(C)(C)C)(C)C)[CH2:6][CH:7](O)[CH2:8][CH2:9][C:10]1[N:11]([CH:37]([CH3:39])[CH3:38])[C:12]([C:28](=[O:36])[NH:29][C:30]2[CH:35]=[CH:34][CH:33]=[CH:32][CH:31]=2)=[C:13]([C:22]2[CH:27]=[CH:26][CH:25]=[CH:24][CH:23]=2)[C:14]=1[C:15]1[CH:20]=[CH:19][C:18]([F:21])=[CH:17][CH:16]=1.F, predict the reaction product. (4) The product is: [Cl:25][C:9]1[CH:8]=[CH:7][C:6]2[C:11](=[CH:12][CH:13]=[C:4]([N+:1]([O-:3])=[O:2])[CH:5]=2)[N:10]=1. Given the reactants [N+:1]([C:4]1[CH:5]=[C:6]2[C:11](=[CH:12][CH:13]=1)[NH:10][C:9](=O)[CH2:8][CH2:7]2)([O-:3])=[O:2].C(C1C(=O)C([Cl:25])=C(Cl)C(=O)C=1C#N)#N.O=P(Cl)(Cl)Cl, predict the reaction product. (5) Given the reactants [OH:1][CH:2]([C:5]1[C:6]2[N:7]([N:13]=[C:14]([C:16]([F:19])([F:18])[F:17])[CH:15]=2)[C:8]([O:11][CH3:12])=[CH:9][CH:10]=1)[CH2:3][CH3:4].C(N(CC)CC)C, predict the reaction product. The product is: [CH3:12][O:11][C:8]1[N:7]2[N:13]=[C:14]([C:16]([F:19])([F:17])[F:18])[CH:15]=[C:6]2[C:5]([C:2](=[O:1])[CH2:3][CH3:4])=[CH:10][CH:9]=1. (6) Given the reactants C(OC([C:6]1[CH:10]=[CH:9][N:8]([CH2:11][C@@H:12]([C@H:22]([O:34][Si](C(C)(C)C)(C)C)[C:23]2[CH:28]=[C:27]([O:29][CH3:30])[C:26]([CH3:31])=[C:25]([O:32][CH3:33])[CH:24]=2)[CH2:13][CH2:14][CH2:15][C:16]2[CH:21]=[CH:20][CH:19]=[CH:18][CH:17]=2)[CH:7]=1)=O)C.C([O:44][C:45]([C:47]1C=CN[CH:48]=1)=[O:46])C.C(OC(C1C=NN(C[C@@H]([C@H](O[Si](C(C)(C)C)(C)C)C2C=C(OC)C(C)=C(OC)C=2)CCCC2C=CC=CC=2)C=1)=O)C, predict the reaction product. The product is: [CH3:30][O:29][C:27]1[CH:28]=[C:23]([C@@H:22]([OH:34])[C@@H:12]([CH2:13][CH2:14][CH2:15][C:16]2[CH:17]=[CH:18][CH:19]=[CH:20][CH:21]=2)[CH2:11][N:8]2[CH:9]=[CH:10][C:6]([CH2:48][CH2:47][C:45]([OH:46])=[O:44])=[CH:7]2)[CH:24]=[C:25]([O:32][CH3:33])[C:26]=1[CH3:31].